Dataset: Catalyst prediction with 721,799 reactions and 888 catalyst types from USPTO. Task: Predict which catalyst facilitates the given reaction. (1) Reactant: [O-:1][CH2:2][CH3:3].[Na+].[CH2:5]([O:7][C:8]([C:10]1[N:11]=[N:12][C:13](Cl)=[CH:14][C:15]=1Cl)=[O:9])[CH3:6].Cl.C([O-])(O)=O.[Na+].C1C[O:27][CH2:26][CH2:25]1. The catalyst class is: 25. Product: [CH2:5]([O:7][C:8]([C:10]1[N:11]=[N:12][C:13]([O:27][CH2:26][CH3:25])=[CH:14][C:15]=1[O:1][CH2:2][CH3:3])=[O:9])[CH3:6]. (2) Product: [CH3:12][O:11][C:5]1[CH:4]=[CH:3][C:2]([NH:1][CH2:16][C:15]2[C:18]([F:28])=[C:19]([F:27])[C:20]([C:23]([F:24])([F:26])[F:25])=[C:21]([F:22])[C:14]=2[F:13])=[CH:10][C:6]=1[C:7]([OH:9])=[O:8]. The catalyst class is: 3. Reactant: [NH2:1][C:2]1[CH:3]=[CH:4][C:5]([O:11][CH3:12])=[C:6]([CH:10]=1)[C:7]([OH:9])=[O:8].[F:13][C:14]1[C:21]([F:22])=[C:20]([C:23]([F:26])([F:25])[F:24])[C:19]([F:27])=[C:18]([F:28])[C:15]=1[CH2:16]Br.